This data is from Catalyst prediction with 721,799 reactions and 888 catalyst types from USPTO. The task is: Predict which catalyst facilitates the given reaction. (1) Reactant: [Cl:1][C:2]1[CH:3]=[CH:4][C:5]([N:24]2[CH:28]=[N:27][N:26]=[N:25]2)=[C:6]([CH:23]=1)[CH2:7][NH:8][C:9]([C@@H:11]1[CH2:15][CH2:14][O:13][N:12]1C(OC(C)(C)C)=O)=[O:10].Cl. Product: [ClH:1].[Cl:1][C:2]1[CH:3]=[CH:4][C:5]([N:24]2[CH:28]=[N:27][N:26]=[N:25]2)=[C:6]([CH:23]=1)[CH2:7][NH:8][C:9]([C@@H:11]1[CH2:15][CH2:14][O:13][NH:12]1)=[O:10]. The catalyst class is: 5. (2) Reactant: [C:1]1([S:7]([N:10]2[CH2:15][CH2:14][C:13](=O)[CH2:12][CH2:11]2)(=[O:9])=[O:8])[CH:6]=[CH:5][CH:4]=[CH:3][CH:2]=1.[NH:17]1[CH2:22][CH2:21][CH2:20][CH2:19][CH:18]1[CH2:23][CH2:24][OH:25].CC(O)=O.[BH3-]C#N.[Na+]. Product: [C:1]1([S:7]([N:10]2[CH2:15][CH2:14][CH:13]([N:17]3[CH2:22][CH2:21][CH2:20][CH2:19][CH:18]3[CH2:23][CH2:24][OH:25])[CH2:12][CH2:11]2)(=[O:9])=[O:8])[CH:6]=[CH:5][CH:4]=[CH:3][CH:2]=1. The catalyst class is: 224.